The task is: Regression. Given two drug SMILES strings and cell line genomic features, predict the synergy score measuring deviation from expected non-interaction effect.. This data is from NCI-60 drug combinations with 297,098 pairs across 59 cell lines. Drug 1: C1=C(C(=O)NC(=O)N1)N(CCCl)CCCl. Drug 2: CCC1(C2=C(COC1=O)C(=O)N3CC4=CC5=C(C=CC(=C5CN(C)C)O)N=C4C3=C2)O.Cl. Cell line: COLO 205. Synergy scores: CSS=54.1, Synergy_ZIP=-1.28, Synergy_Bliss=-2.28, Synergy_Loewe=-0.0299, Synergy_HSA=2.23.